This data is from Reaction yield outcomes from USPTO patents with 853,638 reactions. The task is: Predict the reaction yield, written as a fraction of the theoretical maximum amount of product (1.0 means a 100% yield; for example, 0.34 means a 34% yield). (1) The catalyst is CN(C)C=O. The product is [Cl:1][C:2]1[CH:3]=[C:4]2[C:8](=[CH:9][CH:10]=1)[N:7]([CH3:21])[C:6]([C:11](=[O:18])[CH2:12][CH2:13][CH2:14][CH2:15][CH2:16][CH3:17])=[CH:5]2. The yield is 0.350. The reactants are [Cl:1][C:2]1[CH:3]=[C:4]2[C:8](=[CH:9][CH:10]=1)[NH:7][C:6]([C:11](=[O:18])[CH2:12][CH2:13][CH2:14][CH2:15][CH2:16][CH3:17])=[CH:5]2.[H-].[Na+].[CH3:21]I.[Cl-].[NH4+]. (2) The reactants are [NH:1]1[C:9]2[C:4](=[CH:5][CH:6]=[CH:7][CH:8]=2)[C:3]2([C:13]3[C:14]4[C:18]([CH:19]=[CH:20][C:12]=3[O:11][CH2:10]2)=[N:17][O:16][N:15]=4)[C:2]1=[O:21].[H-].[Na+].[CH2:24]([O:31][C:32]1[CH:33]=[CH:34][C:35]([CH2:38]Cl)=[N:36][CH:37]=1)[C:25]1[CH:30]=[CH:29][CH:28]=[CH:27][CH:26]=1.[I-].[K+].[Cl-].[NH4+]. The catalyst is CN(C)C=O.O. The product is [CH2:24]([O:31][C:32]1[CH:33]=[CH:34][C:35]([CH2:38][N:1]2[C:9]3[C:4](=[CH:5][CH:6]=[CH:7][CH:8]=3)[C:3]3([C:13]4[C:14]5=[N:15][O:16][N:17]=[C:18]5[CH:19]=[CH:20][C:12]=4[O:11][CH2:10]3)[C:2]2=[O:21])=[N:36][CH:37]=1)[C:25]1[CH:26]=[CH:27][CH:28]=[CH:29][CH:30]=1. The yield is 0.0500. (3) The reactants are Br[C:2]1[N:6]=[CH:5][N:4]([C:7]2[CH:12]=[CH:11][C:10]([O:13][C:14]([F:17])([F:16])[F:15])=[CH:9][CH:8]=2)[N:3]=1.[CH2:18]([O:25][C:26](=[O:47])[NH:27][C:28]([CH3:46])([CH3:45])[CH2:29][C:30]1[CH:35]=[CH:34][C:33](B2OC(C)(C)C(C)(C)O2)=[CH:32][CH:31]=1)[C:19]1[CH:24]=[CH:23][CH:22]=[CH:21][CH:20]=1.F[B-](F)(F)F.C([PH+](C(C)(C)C)C(C)(C)C)(C)(C)C.[F-].[Cs+]. The catalyst is O1CCOCC1.O.[Cl-].[Na+].O.C([O-])(=O)C.[Pd+2].C([O-])(=O)C. The product is [CH2:18]([O:25][C:26](=[O:47])[NH:27][C:28]([CH3:45])([CH3:46])[CH2:29][C:30]1[CH:35]=[CH:34][C:33]([C:2]2[N:6]=[CH:5][N:4]([C:7]3[CH:12]=[CH:11][C:10]([O:13][C:14]([F:17])([F:16])[F:15])=[CH:9][CH:8]=3)[N:3]=2)=[CH:32][CH:31]=1)[C:19]1[CH:20]=[CH:21][CH:22]=[CH:23][CH:24]=1. The yield is 0.150. (4) The reactants are Br[CH:2]([CH3:9])[CH2:3][CH2:4][CH2:5][CH2:6][CH:7]=[CH2:8].[S:10]([C:14]1[CH:20]=[CH:19][C:17]([CH3:18])=[CH:16][CH:15]=1)([OH:13])(=[O:12])=[O:11].[CH3:21][NH:22]CCCCC=C. No catalyst specified. The product is [S:10]([C:14]1[CH:20]=[CH:19][C:17]([CH3:18])=[CH:16][CH:15]=1)([OH:13])(=[O:12])=[O:11].[CH3:21][NH:22][CH2:9][CH2:2][CH2:3][CH2:4][CH:5]=[CH:6][CH2:7][CH3:8]. The yield is 1.00. (5) The reactants are [CH3:1][C:2]1[CH:7]=[C:6]([CH3:8])[NH:5][C:4](=[O:9])[C:3]=1[CH2:10][NH:11][C:12]([C:14]1[C:15]2[CH:24]=[N:23][N:22]([CH:25]([CH3:27])[CH3:26])[C:16]=2[N:17]=[C:18]([CH:20]=[CH2:21])[CH:19]=1)=[O:13].C[N+]1([O-])CC[O:32]CC1.CC(O)(C)C.[OH2:41]. The catalyst is C(Cl)Cl.O=[Os](=O)(=O)=O.CO.C(Cl)Cl. The product is [OH:41][CH:20]([C:18]1[CH:19]=[C:14]([C:12]([NH:11][CH2:10][C:3]2[C:4](=[O:9])[NH:5][C:6]([CH3:8])=[CH:7][C:2]=2[CH3:1])=[O:13])[C:15]2[CH:24]=[N:23][N:22]([CH:25]([CH3:27])[CH3:26])[C:16]=2[N:17]=1)[CH2:21][OH:32]. The yield is 0.754. (6) The reactants are C([Li])CCC.[C:6]([NH:10][C:11](=[O:13])[OH:12])([CH3:9])([CH3:8])[CH3:7].Cl[CH2:15][CH2:16][CH2:17][S:18]([NH2:21])(=[O:20])=[O:19]. The catalyst is C1COCC1. The product is [C:6]([NH:10][C:11](=[O:12])[OH:13])([CH3:9])([CH3:8])[CH3:7].[CH:17]1([S:18]([NH2:21])(=[O:20])=[O:19])[CH2:15][CH2:16]1. The yield is 1.00.